This data is from Forward reaction prediction with 1.9M reactions from USPTO patents (1976-2016). The task is: Predict the product of the given reaction. (1) Given the reactants [C:1]([O:5][C:6](=[O:23])[NH:7][C:8]([CH3:22])([CH3:21])[CH2:9][CH2:10][N:11]1[C:15]2[CH:16]=[CH:17][CH:18]=[CH:19][C:14]=2[NH:13][C:12]1=[O:20])([CH3:4])([CH3:3])[CH3:2].[CH2:24](Cl)[C:25]1[CH:30]=[CH:29][CH:28]=[CH:27][CH:26]=1.CC(C)([O-])C.[K+], predict the reaction product. The product is: [C:1]([O:5][C:6](=[O:23])[NH:7][C:8]([CH3:22])([CH3:21])[CH2:9][CH2:10][N:11]1[C:15]2[CH:16]=[CH:17][CH:18]=[CH:19][C:14]=2[N:13]([CH2:24][C:25]2[CH:30]=[CH:29][CH:28]=[CH:27][CH:26]=2)[C:12]1=[O:20])([CH3:4])([CH3:2])[CH3:3]. (2) Given the reactants [CH3:1][O:2][C:3](=[O:15])[C:4]1[CH:9]=[CH:8][C:7]([OH:10])=[CH:6][C:5]=1[C:11]([F:14])([F:13])[F:12].[Na+].[I-].C([O-])([O-])=O.[K+].[K+].Br[CH2:25][CH:26]1[CH2:28][CH2:27]1, predict the reaction product. The product is: [CH3:1][O:2][C:3](=[O:15])[C:4]1[CH:9]=[CH:8][C:7]([O:10][CH2:25][CH:26]2[CH2:28][CH2:27]2)=[CH:6][C:5]=1[C:11]([F:13])([F:12])[F:14]. (3) Given the reactants [O:1]1[C:5]2[CH:6]=[C:7]([S:10][CH2:11][CH2:12][C:13]([O:15][CH2:16][CH:17]([CH2:22][CH3:23])[CH2:18][CH2:19][CH2:20][CH3:21])=[O:14])[CH:8]=[CH:9][C:4]=2[CH2:3][CH2:2]1.C1C(=O)N([Br:31])C(=O)C1, predict the reaction product. The product is: [Br:31][C:8]1[C:7]([S:10][CH2:11][CH2:12][C:13]([O:15][CH2:16][CH:17]([CH2:22][CH3:23])[CH2:18][CH2:19][CH2:20][CH3:21])=[O:14])=[CH:6][C:5]2[O:1][CH2:2][CH2:3][C:4]=2[CH:9]=1. (4) Given the reactants [S:1]([N:11]1[C:15]2=[N:16][CH:17]=[C:18]([CH2:20][NH:21][C:22]([C@@H:24]3[CH2:29][CH2:28][CH2:27][N:26]([C:30]([O:32][C:33]([CH3:36])([CH3:35])[CH3:34])=[O:31])[CH2:25]3)=O)[N:19]=[C:14]2[CH:13]=[CH:12]1)([C:4]1[CH:10]=[CH:9][C:7]([CH3:8])=[CH:6][CH:5]=1)(=[O:3])=[O:2].COC1C=CC(P2(SP(C3C=CC(OC)=CC=3)(=S)S2)=[S:46])=CC=1, predict the reaction product. The product is: [S:1]([N:11]1[C:15]2=[N:16][CH:17]=[C:18]([CH2:20][NH:21][C:22]([C@@H:24]3[CH2:29][CH2:28][CH2:27][N:26]([C:30]([O:32][C:33]([CH3:36])([CH3:35])[CH3:34])=[O:31])[CH2:25]3)=[S:46])[N:19]=[C:14]2[CH:13]=[CH:12]1)([C:4]1[CH:10]=[CH:9][C:7]([CH3:8])=[CH:6][CH:5]=1)(=[O:3])=[O:2]. (5) Given the reactants [OH:1][C:2]1[CH:7]=[C:6]([C:8]([F:11])([F:10])[F:9])[CH:5]=[CH:4][C:3]=1[C:12]1[C:21]2[C:16](=[CH:17][C:18]([S:22]([N:25]([CH2:31][C:32]3[CH:37]=[CH:36][C:35]([O:38][CH3:39])=[CH:34][CH:33]=3)[C:26]3[S:27][CH:28]=[CH:29][N:30]=3)(=[O:24])=[O:23])=[CH:19][CH:20]=2)[CH:15]=[CH:14][N:13]=1.C([O-])([O-])=O.[Cs+].[Cs+].Br[CH2:47][C:48]#[N:49], predict the reaction product. The product is: [C:48]([CH2:47][O:1][C:2]1[CH:7]=[C:6]([C:8]([F:11])([F:9])[F:10])[CH:5]=[CH:4][C:3]=1[C:12]1[C:21]2[C:16](=[CH:17][C:18]([S:22]([N:25]([CH2:31][C:32]3[CH:33]=[CH:34][C:35]([O:38][CH3:39])=[CH:36][CH:37]=3)[C:26]3[S:27][CH:28]=[CH:29][N:30]=3)(=[O:24])=[O:23])=[CH:19][CH:20]=2)[CH:15]=[CH:14][N:13]=1)#[N:49]. (6) The product is: [CH3:30][O:29][C:24]1[CH:23]=[C:22]([O:31][CH3:32])[CH:21]=[C:20]2[C:25]=1[C:26](=[O:28])[NH:27][C:18]([C:13]1[C:12]([NH:41][CH2:40][CH2:39][N:33]3[CH2:38][CH2:37][O:36][CH2:35][CH2:34]3)=[CH:17][CH:16]=[CH:15][N:14]=1)=[N:19]2. Given the reactants C[Si]([N-][Si](C)(C)C)(C)C.[Li+].F[C:12]1[C:13]([C:18]2[NH:27][C:26](=[O:28])[C:25]3[C:20](=[CH:21][C:22]([O:31][CH3:32])=[CH:23][C:24]=3[O:29][CH3:30])[N:19]=2)=[N:14][CH:15]=[CH:16][CH:17]=1.[N:33]1([CH2:39][CH2:40][NH2:41])[CH2:38][CH2:37][O:36][CH2:35][CH2:34]1, predict the reaction product. (7) Given the reactants [NH2:1][C:2]1[C:11]([O:12][C@@H:13]([C:20]2[CH:25]=[CH:24][CH:23]=[CH:22][CH:21]=2)[CH2:14][N:15]2[CH:19]=[CH:18][N:17]=[CH:16]2)=[CH:10][CH:9]=[C:8]2[C:3]=1[CH2:4][CH2:5][CH2:6][C:7]2=[O:26].N1C=CC=CC=1.[C:33]1([S:39](Cl)(=[O:41])=[O:40])[CH:38]=[CH:37][CH:36]=[CH:35][CH:34]=1, predict the reaction product. The product is: [N:15]1([CH2:14][C@H:13]([C:20]2[CH:25]=[CH:24][CH:23]=[CH:22][CH:21]=2)[O:12][C:11]2[CH:10]=[CH:9][C:8]3[C:7](=[O:26])[CH2:6][CH2:5][CH2:4][C:3]=3[C:2]=2[NH:1][S:39]([C:33]2[CH:38]=[CH:37][CH:36]=[CH:35][CH:34]=2)(=[O:41])=[O:40])[CH:19]=[CH:18][N:17]=[CH:16]1. (8) Given the reactants [CH:1](NC(C)C)([CH3:3])[CH3:2].C([Li])CCC.CCCCCC.[CH3:19][O:20][C:21](=[O:26])CC(C)C.[Br:27][C:28]1[CH:33]=[CH:32][C:31](/[C:34](=[N:36]/[S@:37]([C:39]([CH3:42])([CH3:41])[CH3:40])=[O:38])/[CH3:35])=[CH:30][C:29]=1[Cl:43].[C@H:44](O)(C([O-])=O)[C@@H](O)C([O-])=O.[Na+].[K+], predict the reaction product. The product is: [CH3:19][O:20][C:21](=[O:26])[C@H:35]([CH:1]([CH3:3])[CH3:2])[C:34]([C:31]1[CH:32]=[CH:33][C:28]([Br:27])=[C:29]([Cl:43])[CH:30]=1)([NH:36][S@:37]([C:39]([CH3:42])([CH3:41])[CH3:40])=[O:38])[CH3:44]. (9) Given the reactants [Cl:1][C:2]1[CH:3]=[C:4]([CH:19]=[CH:20][C:21]=1[Cl:22])[O:5][CH:6]1[CH2:11][CH2:10][N:9]([CH2:12][CH:13]2[CH2:18][CH2:17][NH:16][CH2:15][CH2:14]2)[CH2:8][CH2:7]1.I[C:24]1[CH:25]=[C:26]([CH:32]=[CH:33][CH:34]=1)[C:27]([O:29][CH2:30][CH3:31])=[O:28].C(=O)([O-])[O-].[Cs+].[Cs+].O, predict the reaction product. The product is: [CH3:34][CH2:24][CH2:25][CH:26]([CH3:32])[CH3:27].[Cl:1][C:2]1[CH:3]=[C:4]([CH:19]=[CH:20][C:21]=1[Cl:22])[O:5][CH:6]1[CH2:7][CH2:8][N:9]([CH2:12][CH:13]2[CH2:14][CH2:15][N:16]([C:24]3[CH:25]=[C:26]([CH:32]=[CH:33][CH:34]=3)[C:27]([O:29][CH2:30][CH3:31])=[O:28])[CH2:17][CH2:18]2)[CH2:10][CH2:11]1.